The task is: Predict the product of the given reaction.. This data is from Forward reaction prediction with 1.9M reactions from USPTO patents (1976-2016). (1) The product is: [ClH:10].[NH2:1][C:2]([CH3:7])([CH3:6])[C:3]([O:5][CH2:12][CH3:13])=[O:4]. Given the reactants [NH2:1][C:2]([CH3:7])([CH3:6])[C:3]([OH:5])=[O:4].S(Cl)([Cl:10])=O.[CH3:12][CH2:13]O, predict the reaction product. (2) The product is: [CH3:12][NH:14][CH2:2][C:3]1[CH:8]=[CH:7][C:6]([N+:9]([O-:11])=[O:10])=[CH:5][CH:4]=1. Given the reactants Br[CH2:2][C:3]1[CH:8]=[CH:7][C:6]([N+:9]([O-:11])=[O:10])=[CH:5][CH:4]=1.[CH2:12]([N:14](CC)CC)C.CN, predict the reaction product. (3) Given the reactants [Cl:1][C:2]1[CH:3]=[C:4]([C:8]2[N:13]=[C:12]([C:14]([OH:16])=O)[CH:11]=[CH:10][C:9]=2[CH3:17])[CH:5]=[CH:6][CH:7]=1.[N:18]1([NH2:24])[CH2:23][CH2:22][CH2:21][CH2:20][CH2:19]1, predict the reaction product. The product is: [N:18]1([NH:24][C:14]([C:12]2[CH:11]=[CH:10][C:9]([CH3:17])=[C:8]([C:4]3[CH:5]=[CH:6][CH:7]=[C:2]([Cl:1])[CH:3]=3)[N:13]=2)=[O:16])[CH2:23][CH2:22][CH2:21][CH2:20][CH2:19]1. (4) Given the reactants [Cl:1][C:2]1[N:3]=[C:4]([C:9]([NH:11][C:12]2[CH:32]=[CH:31][C:15]3[N:16]([CH2:20][C:21]4[CH:22]=[C:23]([CH:28]=[CH:29][CH:30]=4)[C:24]([O:26]C)=[O:25])[CH2:17][CH2:18][O:19][C:14]=3[CH:13]=2)=[O:10])[NH:5][C:6]=1[CH2:7][CH3:8].[OH-].[Li+].CO, predict the reaction product. The product is: [Cl:1][C:2]1[N:3]=[C:4]([C:9]([NH:11][C:12]2[CH:32]=[CH:31][C:15]3[N:16]([CH2:20][C:21]4[CH:22]=[C:23]([CH:28]=[CH:29][CH:30]=4)[C:24]([OH:26])=[O:25])[CH2:17][CH2:18][O:19][C:14]=3[CH:13]=2)=[O:10])[NH:5][C:6]=1[CH2:7][CH3:8]. (5) Given the reactants CN(C=O)C.[CH3:6][O:7][C:8]([CH2:10]P(OC)(OC)=O)=[O:9].[H-].[Na+].[CH2:19]1[O:29][C:22]2([CH2:27][CH2:26][C:25](=O)[CH2:24][CH2:23]2)[O:21][CH2:20]1, predict the reaction product. The product is: [CH3:6][O:7][C:8](=[O:9])[CH:10]=[C:25]1[CH2:26][CH2:27][C:22]2([O:29][CH2:19][CH2:20][O:21]2)[CH2:23][CH2:24]1. (6) The product is: [F:32][CH:2]([F:1])[C:3]1[N:7]([C:8]2[N:13]=[C:12]([N:14]3[CH2:15][CH2:16][O:17][CH2:18][CH2:19]3)[N:11]=[C:10]([NH:20][C@H:21]3[CH2:22][CH2:23][C@H:24]([NH:27][C:33](=[O:36])[CH2:34][CH3:35])[CH2:25][CH2:26]3)[N:9]=2)[C:6]2[CH:28]=[CH:29][CH:30]=[CH:31][C:5]=2[N:4]=1. Given the reactants [F:1][CH:2]([F:32])[C:3]1[N:7]([C:8]2[N:13]=[C:12]([N:14]3[CH2:19][CH2:18][O:17][CH2:16][CH2:15]3)[N:11]=[C:10]([NH:20][C@H:21]3[CH2:26][CH2:25][C@H:24]([NH2:27])[CH2:23][CH2:22]3)[N:9]=2)[C:6]2[CH:28]=[CH:29][CH:30]=[CH:31][C:5]=2[N:4]=1.[C:33](O)(=[O:36])[CH2:34][CH3:35].ON1C2C=CC=CC=2N=N1.N=C=N.C(=O)C1C=CC=CC=1.C(=O)([O-])[O-], predict the reaction product.